From a dataset of Full USPTO retrosynthesis dataset with 1.9M reactions from patents (1976-2016). Predict the reactants needed to synthesize the given product. Given the product [NH2:27][C@H:22]1[CH2:23][C@@H:24]([CH3:26])[CH2:25][C@@H:20]([C:19]2[CH:18]=[CH:17][N:16]=[CH:15][C:14]=2[NH:13][C:11]([C:8]2[CH:9]=[CH:10][N:5]3[N:4]=[CH:3][C:2]([C:37]4[C:36]([F:35])=[CH:41][CH:40]=[CH:39][C:38]=4[F:42])=[C:6]3[N:7]=2)=[O:12])[CH2:21]1, predict the reactants needed to synthesize it. The reactants are: Br[C:2]1[CH:3]=[N:4][N:5]2[CH:10]=[CH:9][C:8]([C:11]([NH:13][C:14]3[CH:15]=[N:16][CH:17]=[CH:18][C:19]=3[C@@H:20]3[CH2:25][C@H:24]([CH3:26])[CH2:23][C@H:22]([NH:27]C(=O)OC(C)(C)C)[CH2:21]3)=[O:12])=[N:7][C:6]=12.[F:35][C:36]1[CH:41]=[CH:40][CH:39]=[C:38]([F:42])[C:37]=1B1OC(C)(C)C(C)(C)O1.